This data is from Full USPTO retrosynthesis dataset with 1.9M reactions from patents (1976-2016). The task is: Predict the reactants needed to synthesize the given product. (1) The reactants are: [CH2:1]([N:3]1[C:7]2[N:8]=[C:9]([C:18]3[CH:23]=[CH:22][C:21]([NH:24][C:25]([NH:27][C:28]4[CH:36]=[CH:35][C:31]([C:32]([OH:34])=O)=[CH:30][CH:29]=4)=[O:26])=[CH:20][CH:19]=3)[N:10]=[C:11]([N:12]3[CH2:17][CH2:16][O:15][CH2:14][CH2:13]3)[C:6]=2[N:5]=[N:4]1)[CH3:2].[CH3:37][C:38]1([CH3:44])[CH2:43][NH:42][CH2:41][CH2:40][NH:39]1.CCN(CC)CC.C1C=CC2N(O)N=NC=2C=1.CCN=C=NCCCN(C)C. Given the product [CH3:37][C:38]1([CH3:44])[NH:39][CH2:40][CH2:41][N:42]([C:32]([C:31]2[CH:35]=[CH:36][C:28]([NH:27][C:25]([NH:24][C:21]3[CH:22]=[CH:23][C:18]([C:9]4[N:10]=[C:11]([N:12]5[CH2:17][CH2:16][O:15][CH2:14][CH2:13]5)[C:6]5[N:5]=[N:4][N:3]([CH2:1][CH3:2])[C:7]=5[N:8]=4)=[CH:19][CH:20]=3)=[O:26])=[CH:29][CH:30]=2)=[O:34])[CH2:43]1, predict the reactants needed to synthesize it. (2) The reactants are: Cl[C:2]1[CH:7]=[C:6]([C:8]2[CH:13]=[CH:12][CH:11]=[C:10]([Cl:14])[C:9]=2[CH3:15])[N:5]=[C:4]([NH2:16])[N:3]=1.[C:17]1([C:23]([NH2:26])([CH3:25])[CH3:24])[CH:22]=[CH:21][CH:20]=[CH:19][CH:18]=1. Given the product [Cl:14][C:10]1[C:9]([CH3:15])=[C:8]([C:6]2[N:5]=[C:4]([NH2:16])[N:3]=[C:2]([NH:26][C:23]([C:17]3[CH:22]=[CH:21][CH:20]=[CH:19][CH:18]=3)([CH3:25])[CH3:24])[CH:7]=2)[CH:13]=[CH:12][CH:11]=1, predict the reactants needed to synthesize it. (3) The reactants are: C([O:3][C:4](=[O:31])[C:5]1[CH:10]=[C:9]([C:11]2[CH:16]=[CH:15][CH:14]=[C:13]([CH:17]=[O:18])[CH:12]=2)[C:8]([O:19][CH2:20][O:21][CH3:22])=[C:7]([C:23]2[CH:28]=[CH:27][CH:26]=[C:25]([CH:29]=[O:30])[CH:24]=2)[CH:6]=1)C.[OH-].[K+]. Given the product [CH:17]([C:13]1[CH:12]=[C:11]([C:9]2[CH:10]=[C:5]([CH:6]=[C:7]([C:23]3[CH:28]=[CH:27][CH:26]=[C:25]([CH:29]=[O:30])[CH:24]=3)[C:8]=2[O:19][CH2:20][O:21][CH3:22])[C:4]([OH:31])=[O:3])[CH:16]=[CH:15][CH:14]=1)=[O:18], predict the reactants needed to synthesize it. (4) Given the product [C:3]([O:7][C:8]([NH:10][C@@H:11]([CH2:15][O:16][C:18]1[CH:23]=[CH:22][CH:21]=[CH:20][C:19]=1[N+:24]([O-:26])=[O:25])[C:12]([OH:14])=[O:13])=[O:9])([CH3:6])([CH3:5])[CH3:4], predict the reactants needed to synthesize it. The reactants are: [H-].[Na+].[C:3]([O:7][C:8]([NH:10][C@@H:11]([CH2:15][OH:16])[C:12]([OH:14])=[O:13])=[O:9])([CH3:6])([CH3:5])[CH3:4].F[C:18]1[CH:23]=[CH:22][CH:21]=[CH:20][C:19]=1[N+:24]([O-:26])=[O:25].Cl. (5) Given the product [C:40]1([C:43]2[CH:48]=[CH:47][CH:46]=[CH:45][CH:44]=2)[CH:41]=[CH:42][C:37]([C:15]2[C:14]([F:19])=[CH:13][C:12]3[N:8]([CH2:7][C:4]4[CH:5]=[CH:6][C:1]([C:30]5[CH:31]=[CH:32][CH:33]=[CH:34][CH:35]=5)=[CH:2][CH:3]=4)[C:9]([O:20][CH:21]4[CH2:22][CH:23]([C:25]([O:27][CH2:28][CH3:29])=[O:26])[CH2:24]4)=[N:10][C:11]=3[C:16]=2[F:17])=[CH:38][CH:39]=1, predict the reactants needed to synthesize it. The reactants are: [C:1]1([C:30]2[CH:35]=[CH:34][CH:33]=[CH:32][CH:31]=2)[CH:6]=[CH:5][C:4]([CH2:7][N:8]2[C:12]3[CH:13]=[C:14]([F:19])[C:15](I)=[C:16]([F:17])[C:11]=3[N:10]=[C:9]2[O:20][CH:21]2[CH2:24][CH:23]([C:25]([O:27][CH2:28][CH3:29])=[O:26])[CH2:22]2)=[CH:3][CH:2]=1.B(O)(O)[C:37]1[CH:38]=[CH:39][C:40]([C:43]2[CH:44]=[CH:45][CH:46]=[CH:47][CH:48]=2)=[CH:41][CH:42]=1.C([O-])([O-])=O.[K+].[K+].